This data is from Reaction yield outcomes from USPTO patents with 853,638 reactions. The task is: Predict the reaction yield, written as a fraction of the theoretical maximum amount of product (1.0 means a 100% yield; for example, 0.34 means a 34% yield). (1) The reactants are [C:1]([CH2:3][C:4]([NH:6][C:7]1[CH:8]=[CH:9][C:10]2[CH:14]=[CH:13][S:12](=[O:16])(=[O:15])[C:11]=2[CH:17]=1)=[O:5])#[N:2].[Br:18][C:19]1[N:24]=[C:23]([CH:25]=O)[CH:22]=[CH:21][CH:20]=1.N1CCCCC1. The catalyst is CCO. The product is [Br:18][C:19]1[N:24]=[C:23]([CH:25]=[C:3]([C:1]#[N:2])[C:4]([NH:6][C:7]2[CH:8]=[CH:9][C:10]3[CH:14]=[CH:13][S:12](=[O:16])(=[O:15])[C:11]=3[CH:17]=2)=[O:5])[CH:22]=[CH:21][CH:20]=1. The yield is 0.720. (2) The reactants are [CH3:1][CH:2]([S:4]([C:7]1[CH:12]=[CH:11][C:10](B(O)O)=[CH:9][CH:8]=1)(=[O:6])=[O:5])[CH3:3].Br[C:17]1[N:22]=[CH:21][C:20]([OH:23])=[CH:19][CH:18]=1.C([O-])([O-])=O.[Na+].[Na+]. The catalyst is Cl[Pd](Cl)([P](C1C=CC=CC=1)(C1C=CC=CC=1)C1C=CC=CC=1)[P](C1C=CC=CC=1)(C1C=CC=CC=1)C1C=CC=CC=1.COCCOC. The product is [CH3:1][CH:2]([S:4]([C:7]1[CH:12]=[CH:11][C:10]([C:17]2[N:22]=[CH:21][C:20]([OH:23])=[CH:19][CH:18]=2)=[CH:9][CH:8]=1)(=[O:6])=[O:5])[CH3:3]. The yield is 0.290. (3) The reactants are [Cl:1][C:2]1[CH:3]=[CH:4][C:5]2[NH:16][C:15](=[O:17])[O:14][C:8]3([CH2:13][CH2:12][NH:11][CH2:10][CH2:9]3)[C:6]=2[CH:7]=1.Br[CH2:19][CH2:20][CH:21]=[C:22]1[C:28]2[CH:29]=[CH:30][CH:31]=[N:32][C:27]=2[CH2:26][O:25][C:24]2[CH:33]=[CH:34][C:35]([C:37]([OH:40])([CH3:39])[CH3:38])=[CH:36][C:23]1=2.[I-].[K+]. The catalyst is C(O)(C)C. The product is [Cl:1][C:2]1[CH:3]=[CH:4][C:5]2[N:16]([CH2:19][CH2:20][CH:21]=[C:22]3[C:28]4[CH:29]=[CH:30][CH:31]=[N:32][C:27]=4[CH2:26][O:25][C:24]4[CH:33]=[CH:34][C:35]([C:37]([OH:40])([CH3:39])[CH3:38])=[CH:36][C:23]3=4)[C:15](=[O:17])[O:14][C:8]3([CH2:13][CH2:12][NH:11][CH2:10][CH2:9]3)[C:6]=2[CH:7]=1. The yield is 0.100. (4) The reactants are [O-:1][N+:2]1[C:7]2[CH:8]=[CH:9][CH:10]=[CH:11][C:6]=2[N:5]=[C:4]([N:12]2[CH2:17][CH2:16][CH:15]([CH2:18][C:19](O)=[O:20])[CH2:14][CH2:13]2)[N:3]=1.[NH2:22][C:23]1[S:24][CH:25]=[CH:26][C:27]=1[C:28]([O:30][CH3:31])=[O:29]. No catalyst specified. The product is [O-:1][N+:2]1[C:7]2[CH:8]=[CH:9][CH:10]=[CH:11][C:6]=2[N:5]=[C:4]([N:12]2[CH2:13][CH2:14][CH:15]([CH2:18][C:19]([NH:22][C:23]3[S:24][CH:25]=[CH:26][C:27]=3[C:28]([O:30][CH3:31])=[O:29])=[O:20])[CH2:16][CH2:17]2)[N:3]=1. The yield is 0.200. (5) The reactants are ClC(OCC)=O.[CH2:7]([O:14][C:15]([NH:17][C:18]1([C:21](O)=[O:22])[CH2:20][CH2:19]1)=[O:16])[C:8]1[CH:13]=[CH:12][CH:11]=[CH:10][CH:9]=1.C(N(CC)CC)C.[BH4-].[Na+]. The catalyst is C1COCC1.O. The product is [CH2:7]([O:14][C:15](=[O:16])[NH:17][C:18]1([CH2:21][OH:22])[CH2:20][CH2:19]1)[C:8]1[CH:9]=[CH:10][CH:11]=[CH:12][CH:13]=1. The yield is 0.970. (6) The reactants are [CH2:1]([N:3]1[C:11]2[C:6](=[CH:7][C:8]([C:12]3[NH:13][C:14]4[N:15]([N:19]=[CH:20][C:21]=4[C:22]([NH2:24])=[O:23])[C:16](=[O:18])[CH:17]=3)=[CH:9][CH:10]=2)[CH:5]=[N:4]1)[CH3:2].Br[CH2:26][CH:27](OCC)OCC.CC1C=CC(S(O)(=O)=O)=CC=1. The catalyst is CN1CCCC1=O. The product is [CH2:1]([N:3]1[C:11]2[C:6](=[CH:7][C:8]([C:12]3[NH:13][C:14]4[N:15]([N:19]=[CH:20][C:21]=4[C:22]4[O:23][CH:26]=[CH:27][N:24]=4)[C:16](=[O:18])[CH:17]=3)=[CH:9][CH:10]=2)[CH:5]=[N:4]1)[CH3:2]. The yield is 0.0900. (7) The reactants are [NH:1]1[C:9]2[C:4](=[N:5][CH:6]=[CH:7][CH:8]=2)[CH:3]=[C:2]1[C:10]([O:12][CH3:13])=[O:11].[H-].[Na+].[CH3:16]I. The catalyst is CN(C=O)C. The product is [CH3:13][O:12][C:10]([C:2]1[N:1]([CH3:16])[C:9]2[C:4](=[N:5][CH:6]=[CH:7][CH:8]=2)[CH:3]=1)=[O:11]. The yield is 0.640. (8) The reactants are [CH3:1][C:2]1[N:6]([CH2:7][C:8]2[C:17]3[C:12](=[CH:13][CH:14]=[CH:15][CH:16]=3)[CH:11]=[CH:10][CH:9]=2)[C:5]2[CH:18]=[C:19]([N:24]3[CH2:29][CH2:28][O:27][CH2:26][CH2:25]3)[CH:20]=[C:21]([C:22]#[N:23])[C:4]=2[N:3]=1.[C:30]([NH:33][NH2:34])(=O)[CH3:31].C(=O)([O-])[O-].[K+].[K+].C(Cl)Cl. The product is [CH3:1][C:2]1[N:6]([CH2:7][C:8]2[C:17]3[C:12](=[CH:13][CH:14]=[CH:15][CH:16]=3)[CH:11]=[CH:10][CH:9]=2)[C:5]2[CH:18]=[C:19]([N:24]3[CH2:29][CH2:28][O:27][CH2:26][CH2:25]3)[CH:20]=[C:21]([C:22]3[NH:34][N:33]=[C:30]([CH3:31])[N:23]=3)[C:4]=2[N:3]=1. The catalyst is C(O)CCC.O. The yield is 0.250. (9) The reactants are [NH:1]1[C:5]2[CH:6]=[CH:7][C:8]([C:10]([OH:12])=O)=[CH:9][C:4]=2[N:3]=[CH:2]1.[CH3:13][O:14][C:15]1[C:20]2[C@H:21]3[C@H:26]([CH2:27][CH2:28][C:19]=2[CH:18]=[CH:17][CH:16]=1)[NH:25][CH2:24][CH2:23][CH2:22]3. No catalyst specified. The product is [NH:1]1[C:5]2[CH:6]=[CH:7][C:8]([C:10]([N:25]3[C@@H:26]4[C@H:21]([C:20]5[C:15]([O:14][CH3:13])=[CH:16][CH:17]=[CH:18][C:19]=5[CH2:28][CH2:27]4)[CH2:22][CH2:23][CH2:24]3)=[O:12])=[CH:9][C:4]=2[N:3]=[CH:2]1. The yield is 0.510.